Predict the product of the given reaction. From a dataset of Forward reaction prediction with 1.9M reactions from USPTO patents (1976-2016). (1) Given the reactants CO[C:3]1[CH:27]=[CH:26][C:25]([CH3:28])=[CH:24][C:4]=1[C:5]([NH:7][C@H:8]1[CH2:12][CH2:11][CH2:10][C@@H:9]1[NH:13][C:14]1[CH:19]=[N:18][C:17]([C:20]([F:23])([F:22])[F:21])=[CH:16][N:15]=1)=[O:6].Cl.FC(F)(F)C1N=CC(N[C@H]2CCC[C@@H]2N)=NC=1.CC1C=CC([N:57]2[CH:61]=[CH:60][N:59]=[N:58]2)=C(C=1)C(O)=O, predict the reaction product. The product is: [CH3:28][C:25]1[CH:26]=[CH:27][C:3]([N:57]2[CH:61]=[CH:60][N:59]=[N:58]2)=[C:4]([CH:24]=1)[C:5]([NH:7][C@H:8]1[CH2:12][CH2:11][CH2:10][C@@H:9]1[NH:13][C:14]1[CH:19]=[N:18][C:17]([C:20]([F:23])([F:22])[F:21])=[CH:16][N:15]=1)=[O:6]. (2) Given the reactants C([O:4][C@H:5]1[C@@H:10]([O:11]C(=O)C)[C@H:9]([O:15]C(=O)C)[C@@H:8]([CH2:19][O:20]C(=O)C)[O:7][C@@H:6]1[O:24][C:25]1[CH:30]=[CH:29][C:28]([C:31]2[CH:36]=[CH:35][C:34]([C:37]([O:39][CH3:40])=[O:38])=[CH:33][CH:32]=2)=[CH:27][C:26]=1[Cl:41])(=O)C, predict the reaction product. The product is: [Cl:41][C:26]1[CH:27]=[C:28]([C:31]2[CH:36]=[CH:35][C:34]([C:37]([O:39][CH3:40])=[O:38])=[CH:33][CH:32]=2)[CH:29]=[CH:30][C:25]=1[O:24][C@H:6]1[O:7][C@H:8]([CH2:19][OH:20])[C@@H:9]([OH:15])[C@H:10]([OH:11])[C@@H:5]1[OH:4]. (3) Given the reactants C1C2C(=O)C3C(=CC=CC=3)C(=O)C=2C=CC=1.[C:17]([O:21][C:22]([NH:24][C@@H:25]([C:29]([O:31][CH2:32][CH2:33][NH:34][C:35]1[C:48]2[C:47](=[O:49])[C:46]3[C:41](=[CH:42][CH:43]=[CH:44][CH:45]=3)[C:40](=[O:50])[C:39]=2[CH:38]=[CH:37][CH:36]=1)=[O:30])[CH:26](C)C)=[O:23])([CH3:20])([CH3:19])[CH3:18].C(OC(N[C@@H](C(O)=O)C)=O)(C)(C)C, predict the reaction product. The product is: [C:17]([O:21][C:22]([NH:24][C@@H:25]([C:29]([O:31][CH2:32][CH2:33][NH:34][C:35]1[C:48]2[C:47](=[O:49])[C:46]3[C:41](=[CH:42][CH:43]=[CH:44][CH:45]=3)[C:40](=[O:50])[C:39]=2[CH:38]=[CH:37][CH:36]=1)=[O:30])[CH3:26])=[O:23])([CH3:18])([CH3:19])[CH3:20]. (4) Given the reactants Br.[CH3:2][O:3][CH2:4][CH2:5][O:6][CH2:7][CH2:8][N:9]1[C:13]([CH3:14])=[C:12]([CH3:15])[S:11][C:10]1=[NH:16].[C:17]12([C:27](O)=[O:28])[CH2:26][CH:21]3[CH2:22][CH:23]([CH2:25][CH:19]([CH2:20]3)[CH2:18]1)[CH2:24]2.C1(N=C=NC2CCCCC2)CCCCC1.O.ON1C2C=CC=CC=2N=N1.C(N(CC)C(C)C)(C)C, predict the reaction product. The product is: [CH3:2][O:3][CH2:4][CH2:5][O:6][CH2:7][CH2:8][N:9]1[C:13]([CH3:14])=[C:12]([CH3:15])[S:11]/[C:10]/1=[N:16]\[C:27]([C:17]12[CH2:26][CH:21]3[CH2:20][CH:19]([CH2:25][CH:23]([CH2:22]3)[CH2:24]1)[CH2:18]2)=[O:28]. (5) Given the reactants [CH3:1][C:2]1[C:3]([N:8]2[C:12]([CH3:13])=[C:11]([C:14]([OH:16])=O)[CH:10]=[N:9]2)=[N:4][CH:5]=[CH:6][CH:7]=1.C(Cl)(=O)C(Cl)=O.[CH3:23][NH:24][C:25]1[CH:26]=[N:27][CH:28]=[CH:29][CH:30]=1.C(N(CC)CC)C.[Cl-].[NH4+], predict the reaction product. The product is: [CH3:23][N:24]([C:25]1[CH:26]=[N:27][CH:28]=[CH:29][CH:30]=1)[C:14]([C:11]1[CH:10]=[N:9][N:8]([C:3]2[C:2]([CH3:1])=[CH:7][CH:6]=[CH:5][N:4]=2)[C:12]=1[CH3:13])=[O:16]. (6) Given the reactants [O:1]1[CH2:4][CH:3]([NH:5][C:6](=[O:15])[CH2:7][NH:8][C:9]2[CH2:13][S:12][C:11](=[O:14])[N:10]=2)[CH2:2]1.[F:16][C:17]([F:38])([F:37])[C:18]1[CH:32]=[C:31]([C:33]([F:36])([F:35])[F:34])[CH:30]=[CH:29][C:19]=1[CH2:20][N:21]1[CH2:26][CH2:25][CH:24]([CH:27]=O)[CH2:23][CH2:22]1.C([O-])(=O)C.[NH2+]1CCCCC1, predict the reaction product. The product is: [F:38][C:17]([F:16])([F:37])[C:18]1[CH:32]=[C:31]([C:33]([F:36])([F:35])[F:34])[CH:30]=[CH:29][C:19]=1[CH2:20][N:21]1[CH2:26][CH2:25][CH:24](/[CH:27]=[C:13]2/[C:9]([NH:8][CH2:7][C:6]([NH:5][CH:3]3[CH2:4][O:1][CH2:2]3)=[O:15])=[N:10][C:11](=[O:14])[S:12]/2)[CH2:23][CH2:22]1. (7) Given the reactants [CH2:1]([O:3][C:4](=[O:23])[CH2:5][CH2:6][CH2:7][O:8][C:9]1[CH:14]=[CH:13][C:12]([O:15]CC2C=CC=CC=2)=[CH:11][CH:10]=1)[CH3:2].[H][H], predict the reaction product. The product is: [CH2:1]([O:3][C:4](=[O:23])[CH2:5][CH2:6][CH2:7][O:8][C:9]1[CH:10]=[CH:11][C:12]([OH:15])=[CH:13][CH:14]=1)[CH3:2].